From a dataset of Catalyst prediction with 721,799 reactions and 888 catalyst types from USPTO. Predict which catalyst facilitates the given reaction. Reactant: [CH3:1][C:2]1[N:6]([CH2:7][CH2:8][C:9]2[CH:14]=[CH:13][CH:12]=[CH:11][CH:10]=2)[C:5]([CH:15]=[O:16])=[N:4][C:3]=1[C:17]1[CH:22]=[CH:21][CH:20]=[CH:19][CH:18]=1.O[CH:24]1[CH2:29][CH2:28][N:27]([CH3:30])[CH2:26][CH2:25]1.CS(O)(=O)=O.C([O-])([O-])=O.[Na+].[Na+]. Product: [CH3:1][C:2]1[N:6]2[C:5]([CH:15]([O:16][CH:24]3[CH2:29][CH2:28][N:27]([CH3:30])[CH2:26][CH2:25]3)[C:10]3[CH:11]=[CH:12][CH:13]=[CH:14][C:9]=3[CH2:8][CH2:7]2)=[N:4][C:3]=1[C:17]1[CH:22]=[CH:21][CH:20]=[CH:19][CH:18]=1. The catalyst class is: 22.